Task: Predict the reactants needed to synthesize the given product.. Dataset: Full USPTO retrosynthesis dataset with 1.9M reactions from patents (1976-2016) (1) Given the product [Br:9][C:6]1[O:5][C:4]([C:1](=[O:3])[CH3:2])=[CH:8][CH:7]=1, predict the reactants needed to synthesize it. The reactants are: [C:1]([C:4]1[O:5][CH:6]=[CH:7][CH:8]=1)(=[O:3])[CH3:2].[Br:9]N1C(=O)CCC1=O.O. (2) The reactants are: C([O:5][C:6](=[O:21])[CH2:7][CH2:8][N:9]([CH2:18][CH2:19][NH2:20])[CH2:10]C(OC(C)(C)C)=O)(C)(C)C.[F:22][C:23]([F:28])([F:27])[C:24]([OH:26])=[O:25]. Given the product [F:22][C:23]([F:28])([F:27])[C:24]([OH:26])=[O:25].[NH2:20][CH2:19][CH2:18][N:9]([CH3:10])[CH2:8][CH2:7][C:6]([OH:21])=[O:5], predict the reactants needed to synthesize it. (3) Given the product [I:15][C:11]1[CH:10]=[C:9]([N:8]2[CH:3]=[CH:4][NH:5][C:6]2=[O:7])[CH:14]=[CH:13][CH:12]=1, predict the reactants needed to synthesize it. The reactants are: CO[CH:3](OC)[CH2:4][NH:5][C:6]([NH:8][C:9]1[CH:14]=[CH:13][CH:12]=[C:11]([I:15])[CH:10]=1)=[O:7].O. (4) Given the product [C:34]([NH:1][C:2]1[C:3]2[C:4]3[C:5](=[C:29]([CH3:32])[O:30][N:31]=3)[C:6](=[O:28])[N:7]([CH:12]3[CH2:17][CH2:16][CH2:15][CH:14]([CH2:18][NH:19][C:20](=[O:27])[C:21]4[CH:22]=[CH:23][CH:24]=[CH:25][CH:26]=4)[CH2:13]3)[C:8]=2[CH:9]=[CH:10][CH:11]=1)(=[O:35])[CH3:33], predict the reactants needed to synthesize it. The reactants are: [NH2:1][C:2]1[C:3]2[C:4]3[C:5](=[C:29]([CH3:32])[O:30][N:31]=3)[C:6](=[O:28])[N:7]([CH:12]3[CH2:17][CH2:16][CH2:15][CH:14]([CH2:18][NH:19][C:20](=[O:27])[C:21]4[CH:26]=[CH:25][CH:24]=[CH:23][CH:22]=4)[CH2:13]3)[C:8]=2[CH:9]=[CH:10][CH:11]=1.[CH3:33][C:34](O)=[O:35].CCN=C=NCCCN(C)C. (5) Given the product [CH2:17]([N:24]1[C:28]2[C:29]([N:35]([CH3:37])[CH3:36])=[N:30][N:31]([CH3:34])[C:32](=[O:33])[C:27]=2[N:26]=[C:25]1[Cl:38])[C:18]1[CH:19]=[CH:20][CH:21]=[CH:22][CH:23]=1, predict the reactants needed to synthesize it. The reactants are: C([Mg]CCCC)CCC.C(NC(C)C)(C)C.[CH2:17]([N:24]1[C:28]2[C:29]([N:35]([CH3:37])[CH3:36])=[N:30][N:31]([CH3:34])[C:32](=[O:33])[C:27]=2[N:26]=[CH:25]1)[C:18]1[CH:23]=[CH:22][CH:21]=[CH:20][CH:19]=1.[Cl:38]C(Cl)(Cl)C(Cl)(Cl)Cl.[Cl-].[NH4+]. (6) Given the product [CH:44]1([CH2:47][NH:48][C:31]([NH:1][C:2]2[CH:3]=[CH:4][C:5]([O:6][CH:7]3[CH2:11][CH2:10][N:9]([CH2:12][C:13]4[CH:14]=[CH:15][C:16]([C:19]([OH:28])([C:20]([F:21])([F:22])[F:23])[C:24]([F:27])([F:25])[F:26])=[CH:17][CH:18]=4)[CH2:8]3)=[CH:29][CH:30]=2)=[O:32])[CH2:46][CH2:45]1, predict the reactants needed to synthesize it. The reactants are: [NH2:1][C:2]1[CH:30]=[CH:29][C:5]([O:6][CH:7]2[CH2:11][CH2:10][N:9]([CH2:12][C:13]3[CH:18]=[CH:17][C:16]([C:19]([OH:28])([C:24]([F:27])([F:26])[F:25])[C:20]([F:23])([F:22])[F:21])=[CH:15][CH:14]=3)[CH2:8]2)=[CH:4][CH:3]=1.[C:31](Cl)(=O)[O:32]C1C=CC([N+]([O-])=O)=CC=1.[CH:44]1([CH2:47][NH2:48])[CH2:46][CH2:45]1.C(N(CC)CC)C. (7) Given the product [NH2:1][C:2]1[CH:10]=[CH:9][C:8]([I:11])=[CH:7][C:3]=1[C:4]([OH:6])=[O:5], predict the reactants needed to synthesize it. The reactants are: [NH2:1][C:2]1[CH:10]=[CH:9][CH:8]=[CH:7][C:3]=1[C:4]([OH:6])=[O:5].[I:11](O)(=O)=O. (8) Given the product [CH2:1]([NH:9][C:10]1[CH:17]=[CH:16][CH:15]=[CH:14][C:11]=1[C:12]#[N:13])[C:2]1[CH:7]=[CH:6][CH:5]=[CH:4][CH:3]=1, predict the reactants needed to synthesize it. The reactants are: [CH:1](=O)[C:2]1[CH:7]=[CH:6][CH:5]=[CH:4][CH:3]=1.[NH2:9][C:10]1[CH:17]=[CH:16][CH:15]=[CH:14][C:11]=1[C:12]#[N:13].[BH4-].[Na+]. (9) The reactants are: [CH3:1][O:2][C:3]1[CH:4]=[C:5]2[C:10](=[CH:11][CH:12]=1)[CH:9]([CH3:13])[C:8](=O)[CH2:7][CH2:6]2.[CH3:15][C:16](=[CH2:20])[C:17](=[O:19])[CH3:18]. Given the product [CH3:1][O:2][C:3]1[CH:4]=[C:5]2[C:10]([C@@:9]3([CH3:13])[C:8]([CH2:7][CH2:6]2)=[CH:18][C:17](=[O:19])[C@@H:16]([CH3:20])[CH2:15]3)=[CH:11][CH:12]=1, predict the reactants needed to synthesize it.